From a dataset of Forward reaction prediction with 1.9M reactions from USPTO patents (1976-2016). Predict the product of the given reaction. (1) Given the reactants [I:1][C:2]1[CH:3]=[C:4]2[C:8](=[CH:9][CH:10]=1)[NH:7][C:6](=[O:11])[C:5]2=O.[CH3:13][O:14][C:15]1[CH:16]=[C:17]([CH:22]=[CH:23][CH:24]=1)[C:18]([NH:20][NH2:21])=[O:19], predict the reaction product. The product is: [I:1][C:2]1[CH:3]=[C:4]2[C:8](=[CH:9][CH:10]=1)[NH:7][C:6](=[O:11])[C:5]2=[N:21][NH:20][C:18](=[O:19])[C:17]1[CH:22]=[CH:23][CH:24]=[C:15]([O:14][CH3:13])[CH:16]=1. (2) Given the reactants [F:1][C:2]1[CH:11]=[C:10]([F:12])[CH:9]=[C:8]2[C:3]=1[C:4]([NH:21][C:22]1[CH:23]=[N:24][CH:25]=[C:26]([N:28]3[CH2:33][CH2:32][O:31][CH2:30][CH2:29]3)[CH:27]=1)=[C:5]([CH3:20])[C:6]([N:13]1[CH2:18][CH2:17][NH:16][C@@H:15]([CH3:19])[CH2:14]1)=[N:7]2.Cl[C:35]([O:37][CH3:38])=[O:36], predict the reaction product. The product is: [F:1][C:2]1[CH:11]=[C:10]([F:12])[CH:9]=[C:8]2[C:3]=1[C:4]([NH:21][C:22]1[CH:23]=[N:24][CH:25]=[C:26]([N:28]3[CH2:33][CH2:32][O:31][CH2:30][CH2:29]3)[CH:27]=1)=[C:5]([CH3:20])[C:6]([N:13]1[CH2:18][CH2:17][N:16]([C:35]([O:37][CH3:38])=[O:36])[C@@H:15]([CH3:19])[CH2:14]1)=[N:7]2. (3) The product is: [Si:1]([O:8][C@@H:9]1[C@H:13]([CH2:14][O:15][Si:16]([C:19]([CH3:22])([CH3:21])[CH3:20])([CH3:17])[CH3:18])[CH2:12][C@@H:11]([O:23][C:31]2[CH:30]=[CH:29][N:28]=[C:27]([NH2:26])[C:32]=2[N+:33]([O-:35])=[O:34])[CH2:10]1)([C:4]([CH3:7])([CH3:6])[CH3:5])([CH3:3])[CH3:2]. Given the reactants [Si:1]([O:8][C@@H:9]1[C@H:13]([CH2:14][O:15][Si:16]([C:19]([CH3:22])([CH3:21])[CH3:20])([CH3:18])[CH3:17])[CH2:12][C@@H:11]([OH:23])[CH2:10]1)([C:4]([CH3:7])([CH3:6])[CH3:5])([CH3:3])[CH3:2].[H-].[Na+].[NH2:26][C:27]1[C:32]([N+:33]([O-:35])=[O:34])=[C:31](Cl)[CH:30]=[CH:29][N:28]=1, predict the reaction product.